This data is from Reaction yield outcomes from USPTO patents with 853,638 reactions. The task is: Predict the reaction yield, written as a fraction of the theoretical maximum amount of product (1.0 means a 100% yield; for example, 0.34 means a 34% yield). The reactants are Br[C:2]1[C:7]([NH2:8])=[C:6]([F:9])[C:5]([CH3:10])=[CH:4][CH:3]=1.C(N(CC)C(C)C)(C)C.C(OCC)(=O)C.O. The catalyst is CN(C)C=O.CO. The product is [F:9][C:6]1[C:5]([CH3:10])=[CH:4][CH:3]=[CH:2][C:7]=1[NH2:8]. The yield is 0.710.